Task: Predict which catalyst facilitates the given reaction.. Dataset: Catalyst prediction with 721,799 reactions and 888 catalyst types from USPTO (1) Reactant: C(N(C(C)C)C(C)C)C.[CH3:10][C:11]1[C:12]([C:31]2[CH:36]=[CH:35][CH:34]=[CH:33][CH:32]=2)=[C:13]([O:23][C:24]2[CH:30]=[CH:29][C:27]([NH2:28])=[CH:26][CH:25]=2)[C:14]2[C:19]([CH:20]=1)=[CH:18][C:17]([O:21][CH3:22])=[CH:16][CH:15]=2.Cl[C:38](=[O:44])[CH2:39][C:40]([O:42][CH3:43])=[O:41]. Product: [CH3:10][C:11]1[C:12]([C:31]2[CH:36]=[CH:35][CH:34]=[CH:33][CH:32]=2)=[C:13]([O:23][C:24]2[CH:30]=[CH:29][C:27]([NH:28][C:38](=[O:44])[CH2:39][C:40]([O:42][CH3:43])=[O:41])=[CH:26][CH:25]=2)[C:14]2[C:19]([CH:20]=1)=[CH:18][C:17]([O:21][CH3:22])=[CH:16][CH:15]=2. The catalyst class is: 2. (2) Reactant: [NH2:1][C:2]1[CH:10]=[C:9]([F:11])[C:8]([F:12])=[CH:7][C:3]=1[C:4](O)=[O:5].O1CCCC1.C(Cl)(Cl)=O.[OH-].[NH4+:23]. Product: [NH2:1][C:2]1[CH:10]=[C:9]([F:11])[C:8]([F:12])=[CH:7][C:3]=1[C:4]([NH2:23])=[O:5]. The catalyst class is: 11.